This data is from Full USPTO retrosynthesis dataset with 1.9M reactions from patents (1976-2016). The task is: Predict the reactants needed to synthesize the given product. (1) Given the product [CH3:18][C:19]1[N:24]=[CH:23][C:22]([O:25][C:2]2[CH:3]=[C:4]3[C:8](=[CH:9][CH:10]=2)[CH2:7][C@H:6]([NH:11][S:12]([CH:15]([CH3:17])[CH3:16])(=[O:14])=[O:13])[CH2:5]3)=[CH:21][CH:20]=1, predict the reactants needed to synthesize it. The reactants are: Br[C:2]1[CH:3]=[C:4]2[C:8](=[CH:9][CH:10]=1)[CH2:7][C@H:6]([NH:11][S:12]([CH:15]([CH3:17])[CH3:16])(=[O:14])=[O:13])[CH2:5]2.[CH3:18][C:19]1[N:24]=[CH:23][C:22]([OH:25])=[CH:21][CH:20]=1.C(=O)([O-])[O-].[Cs+].[Cs+].CN(C)CC(O)=O. (2) Given the product [ClH:24].[Cl:26][C:19]1[CH:20]=[N+:21]([O-:25])[CH:22]=[C:23]([Cl:24])[C:18]=1[CH2:17][C@@H:16]([C:27]1[CH:32]=[CH:31][C:30]([O:33][CH:34]([F:36])[F:35])=[C:29]([O:37][CH2:38][CH:39]2[CH2:41][CH2:40]2)[CH:28]=1)[O:15][C:13]([C@H:9]1[NH:8][CH2:12][CH2:11][S:10]1)=[O:14], predict the reactants needed to synthesize it. The reactants are: C(OC([N:8]1[CH2:12][CH2:11][S:10][C@H:9]1[C:13]([O:15][C@H:16]([C:27]1[CH:32]=[CH:31][C:30]([O:33][CH:34]([F:36])[F:35])=[C:29]([O:37][CH2:38][CH:39]2[CH2:41][CH2:40]2)[CH:28]=1)[CH2:17][C:18]1[C:23]([Cl:24])=[CH:22][N+:21]([O-:25])=[CH:20][C:19]=1[Cl:26])=[O:14])=O)(C)(C)C.Cl.C(OCC)(=O)C. (3) Given the product [NH:47]1[C:55]2[C:50](=[C:51]([C:56]3[CH:64]=[C:63]4[C:59]([CH:60]=[N:61][NH:62]4)=[C:58]([NH:65][C:11]([C:6]4[C:5]([S:2]([CH3:1])(=[O:3])=[O:4])=[CH:10][CH:9]=[CH:8][N:7]=4)=[O:13])[CH:57]=3)[CH:52]=[CH:53][CH:54]=2)[CH:49]=[CH:48]1, predict the reactants needed to synthesize it. The reactants are: [CH3:1][S:2]([C:5]1[C:6]([C:11]([OH:13])=O)=[N:7][CH:8]=[CH:9][CH:10]=1)(=[O:4])=[O:3].F[P-](F)(F)(F)(F)F.N1(OC(N(C)C)=[N+](C)C)C2N=CC=CC=2N=N1.CCN(C(C)C)C(C)C.[NH:47]1[C:55]2[C:50](=[C:51]([C:56]3[CH:57]=[C:58]([NH2:65])[C:59]4[CH:60]=[N:61][NH:62][C:63]=4[CH:64]=3)[CH:52]=[CH:53][CH:54]=2)[CH:49]=[CH:48]1. (4) Given the product [C:1]([O:5][C:6]([N:8]1[CH2:9][CH2:10][CH:11]([C:14](=[O:16])[N:52]([O:51][CH3:50])[CH3:53])[CH2:12][CH2:13]1)=[O:7])([CH3:2])([CH3:3])[CH3:4], predict the reactants needed to synthesize it. The reactants are: [C:1]([O:5][C:6]([N:8]1[CH2:13][CH2:12][CH:11]([C:14]([OH:16])=O)[CH2:10][CH2:9]1)=[O:7])([CH3:4])([CH3:3])[CH3:2].C(N(CC)C(C)C)(C)C.O.ON1C2C=CC=CC=2N=N1.Cl.CN(C)CCCN=C=NCC.Cl.[CH3:50][O:51][NH:52][CH3:53]. (5) Given the product [Cl:1][C:2]1[N:3]=[C:4]([C:9]([O:11][CH2:12][CH3:19])=[O:10])[CH:5]=[C:6]([O:16][CH2:14][CH3:13])[N:7]=1, predict the reactants needed to synthesize it. The reactants are: [Cl:1][C:2]1[N:7]=[C:6](Cl)[CH:5]=[C:4]([C:9]([O:11][CH3:12])=[O:10])[N:3]=1.[CH3:13][C:14](C)([O-:16])C.[K+].[CH2:19](O)C. (6) Given the product [C:1]([O-:9])(=[O:8])[C:2]([CH2:4][C:5]([O-:7])=[O:6])=[CH2:3].[K+:11].[K+:11], predict the reactants needed to synthesize it. The reactants are: [C:1]([OH:9])(=[O:8])[C:2]([CH2:4][C:5]([OH:7])=[O:6])=[CH2:3].[OH-].[K+:11]. (7) Given the product [Br:1][C:2]1[CH:10]=[CH:9][CH:8]=[C:7]2[C:3]=1[CH2:4][CH:5]([CH3:11])[N:6]2[C:33](=[O:34])[CH2:32][C:28]1[NH:29][C:30](=[O:31])[C:25]([F:24])=[C:26]([N:36]2[CH2:41][CH2:40][O:39][CH2:38][CH2:37]2)[N:27]=1, predict the reactants needed to synthesize it. The reactants are: [Br:1][C:2]1[CH:10]=[CH:9][CH:8]=[C:7]2[C:3]=1[CH2:4][CH:5]([CH3:11])[NH:6]2.Cl.CN(C)CCCN=C=NCC.[F:24][C:25]1[C:30](=[O:31])[NH:29][C:28]([CH2:32][C:33]([O-])=[O:34])=[N:27][C:26]=1[N:36]1[CH2:41][CH2:40][O:39][CH2:38][CH2:37]1.[Na+].O. (8) Given the product [Cl:10][C:6]1[C:7]([C:8]#[N:9])=[C:2]([N:33]2[CH2:34][CH2:35][CH:30]([C:27]3[CH:26]=[CH:25][C:24]([F:23])=[CH:29][CH:28]=3)[CH2:31][CH2:32]2)[N:3]=[C:4]([S:11][CH3:12])[N:5]=1, predict the reactants needed to synthesize it. The reactants are: Cl[C:2]1[C:7]([C:8]#[N:9])=[C:6]([Cl:10])[N:5]=[C:4]([S:11][CH3:12])[N:3]=1.C(N(C(C)C)C(C)C)C.Cl.[F:23][C:24]1[CH:29]=[CH:28][C:27]([CH:30]2[CH2:35][CH2:34][NH:33][CH2:32][CH2:31]2)=[CH:26][CH:25]=1. (9) Given the product [Cl:26][C:23]1[CH:24]=[CH:25][C:20]([C:18]2[S:19][C:15]([CH2:14][O:13][C:10]3[CH:11]=[CH:12][C:7]([CH2:6][CH:5]([O:29][CH2:30][CH3:31])[C:4]([OH:32])=[O:3])=[C:8]([CH3:28])[CH:9]=3)=[C:16]([CH3:27])[N:17]=2)=[CH:21][CH:22]=1, predict the reactants needed to synthesize it. The reactants are: C([O:3][C:4](=[O:32])[CH:5]([O:29][CH2:30][CH3:31])[CH2:6][C:7]1[CH:12]=[CH:11][C:10]([O:13][CH2:14][C:15]2[S:19][C:18]([C:20]3[CH:25]=[CH:24][C:23]([Cl:26])=[CH:22][CH:21]=3)=[N:17][C:16]=2[CH3:27])=[CH:9][C:8]=1[CH3:28])C.[Li+].[OH-]. (10) Given the product [Br:8][C:9]1[CH:10]=[CH:11][C:12]([O:1][CH:2]2[CH2:5][O:4][CH2:3]2)=[C:13]([CH:16]=1)[C:14]#[N:15], predict the reactants needed to synthesize it. The reactants are: [OH:1][CH:2]1[CH2:5][O:4][CH2:3]1.[H-].[Na+].[Br:8][C:9]1[CH:10]=[CH:11][C:12](F)=[C:13]([CH:16]=1)[C:14]#[N:15].O.